This data is from Catalyst prediction with 721,799 reactions and 888 catalyst types from USPTO. The task is: Predict which catalyst facilitates the given reaction. (1) Reactant: [NH2:1][C:2]1[CH:36]=[CH:35][C:5]([O:6][C:7]2[CH:12]=[CH:11][N:10]=[C:9]3[CH:13]=[C:14]([C:16]4[N:21]=[CH:20][C:19]([CH2:22][N:23]([CH2:31][CH2:32][O:33][CH3:34])[C:24](=[O:30])[O:25][C:26]([CH3:29])([CH3:28])[CH3:27])=[CH:18][CH:17]=4)[S:15][C:8]=23)=[C:4]([F:37])[CH:3]=1.[CH:38]1([CH2:41][C:42](O)=[O:43])[CH2:40][CH2:39]1.C(N(CC)CC)C.C1C=C2N=NN(O)C2=CC=1.O.CCN=C=NCCCN(C)C.Cl. Product: [CH:38]1([CH2:41][C:42]([NH:1][C:2]2[CH:36]=[CH:35][C:5]([O:6][C:7]3[CH:12]=[CH:11][N:10]=[C:9]4[CH:13]=[C:14]([C:16]5[N:21]=[CH:20][C:19]([CH2:22][N:23]([CH2:31][CH2:32][O:33][CH3:34])[C:24](=[O:30])[O:25][C:26]([CH3:29])([CH3:28])[CH3:27])=[CH:18][CH:17]=5)[S:15][C:8]=34)=[C:4]([F:37])[CH:3]=2)=[O:43])[CH2:40][CH2:39]1. The catalyst class is: 3. (2) Reactant: [Cl:1][C:2]1[CH:7]=[C:6]([O:8][C:9]([F:12])([F:11])[F:10])[CH:5]=[CH:4][C:3]=1[NH2:13].C[Al](C)C.[CH3:18][S:19]([C:22]1[CH:23]=[CH:24][C:25]([C:28](OC)=[O:29])=[N:26][CH:27]=1)(=[O:21])=[O:20].Cl. Product: [Cl:1][C:2]1[CH:7]=[C:6]([O:8][C:9]([F:11])([F:12])[F:10])[CH:5]=[CH:4][C:3]=1[NH:13][C:28]([C:25]1[CH:24]=[CH:23][C:22]([S:19]([CH3:18])(=[O:21])=[O:20])=[CH:27][N:26]=1)=[O:29]. The catalyst class is: 451. (3) Reactant: [C:1]([C:4]1[N:9]=[N:8][C:7]([NH:10][C@@H:11]2[CH2:16][CH2:15][CH2:14][CH2:13][C@@H:12]2[NH:17]C(=O)OC(C)(C)C)=[CH:6][C:5]=1[NH:25][C:26]1[CH:31]=[CH:30][CH:29]=[C:28]([CH:32]2[CH2:35][CH2:34][CH2:33]2)[N:27]=1)(=[O:3])[NH2:2].C(O)(C(F)(F)F)=O. Product: [NH2:17][C@H:12]1[CH2:13][CH2:14][CH2:15][CH2:16][C@H:11]1[NH:10][C:7]1[N:8]=[N:9][C:4]([C:1]([NH2:2])=[O:3])=[C:5]([NH:25][C:26]2[CH:31]=[CH:30][CH:29]=[C:28]([CH:32]3[CH2:33][CH2:34][CH2:35]3)[N:27]=2)[CH:6]=1. The catalyst class is: 2. (4) Reactant: C[O:2][C:3]([C:5]1[CH:6]=[CH:7][C:8]2[O:17][CH2:16][CH2:15][C:14]3[CH:13]=[C:12]([C:18](=[O:29])[N:19]([C:21]4[CH:26]=[CH:25][C:24]([Cl:27])=[CH:23][C:22]=4[Cl:28])[CH3:20])[S:11][C:10]=3[C:9]=2[CH:30]=1)=[O:4].[OH-].[Na+].Cl. Product: [Cl:28][C:22]1[CH:23]=[C:24]([Cl:27])[CH:25]=[CH:26][C:21]=1[N:19]([CH3:20])[C:18]([C:12]1[S:11][C:10]2[C:9]3[CH:30]=[C:5]([C:3]([OH:4])=[O:2])[CH:6]=[CH:7][C:8]=3[O:17][CH2:16][CH2:15][C:14]=2[CH:13]=1)=[O:29]. The catalyst class is: 219. (5) Reactant: N1C=CN=C1.[CH2:6]([Si:8](Cl)([CH2:11][CH3:12])[CH2:9][CH3:10])[CH3:7].[N:14]([CH2:17][C@@H:18]([C:20]1[CH:21]=[CH:22][C:23]([O:31][CH2:32][C:33]2[CH:38]=[CH:37][CH:36]=[CH:35][CH:34]=2)=[C:24]([NH:26][S:27]([CH3:30])(=[O:29])=[O:28])[CH:25]=1)[OH:19])=[N+:15]=[N-:16].O. Product: [N:14]([CH2:17][C@@H:18]([C:20]1[CH:21]=[CH:22][C:23]([O:31][CH2:32][C:33]2[CH:38]=[CH:37][CH:36]=[CH:35][CH:34]=2)=[C:24]([NH:26][S:27]([CH3:30])(=[O:28])=[O:29])[CH:25]=1)[O:19][Si:8]([CH2:11][CH3:12])([CH2:9][CH3:10])[CH2:6][CH3:7])=[N+:15]=[N-:16]. The catalyst class is: 9. (6) Reactant: C(NC(C)C)(C)C.C([Li])CCC.C(O[C:16](=[O:21])[C:17]([F:20])([F:19])[CH3:18])C.[Br:22][CH2:23][Br:24]. Product: [Br:22][CH:23]([Br:24])[C:16](=[O:21])[C:17]([F:19])([F:20])[CH3:18]. The catalyst class is: 1. (7) The catalyst class is: 2. Reactant: [CH:1]1([CH2:6][CH:7]([C:11]2[CH:16]=[CH:15][C:14]([S:17]([CH3:20])(=[O:19])=[O:18])=[C:13]([N+:21]([O-:23])=[O:22])[CH:12]=2)[C:8](O)=[O:9])[CH2:5][CH2:4][CH2:3][CH2:2]1.C(N(CC)CC)C.F[P-](F)(F)(F)(F)F.N1(O[P+](N(C)C)(N(C)C)N(C)C)C2C=CC=CC=2N=N1.[NH2:58][C:59]1[CH:68]=[CH:67][C:66]2[C:61](=[CH:62][CH:63]=[CH:64][CH:65]=2)[N:60]=1. Product: [CH:1]1([CH2:6][CH:7]([C:11]2[CH:16]=[CH:15][C:14]([S:17]([CH3:20])(=[O:19])=[O:18])=[C:13]([N+:21]([O-:23])=[O:22])[CH:12]=2)[C:8]([NH:58][C:59]2[CH:68]=[CH:67][C:66]3[C:61](=[CH:62][CH:63]=[CH:64][CH:65]=3)[N:60]=2)=[O:9])[CH2:2][CH2:3][CH2:4][CH2:5]1. (8) Reactant: CO[C:3]([C:5]1[S:9][C:8]([N:10]2[CH2:15][CH2:14][N:13]([S:16]([C:19]3[CH:24]=[CH:23][C:22]([O:25][C:26]([F:29])([F:28])[F:27])=[CH:21][CH:20]=3)(=[O:18])=[O:17])[CH2:12][CH2:11]2)=[N:7][CH:6]=1)=[O:4].Cl.[NH2:31][OH:32].C[O-].[Na+].CO.Cl. Product: [OH:32][NH:31][C:3]([C:5]1[S:9][C:8]([N:10]2[CH2:11][CH2:12][N:13]([S:16]([C:19]3[CH:24]=[CH:23][C:22]([O:25][C:26]([F:29])([F:28])[F:27])=[CH:21][CH:20]=3)(=[O:17])=[O:18])[CH2:14][CH2:15]2)=[N:7][CH:6]=1)=[O:4]. The catalyst class is: 12. (9) Product: [CH3:29][O:28][C:25]1[CH:24]=[CH:23][C:22]([CH2:21][N:17]2[CH2:16][C:15]3[CH:14]=[N:13][C:12]4[NH:8][N:9]=[CH:10][C:11]=4[C:20]=3[CH2:19][CH2:18]2)=[CH:27][CH:26]=1. The catalyst class is: 11. Reactant: COC1C=CC(C[N:8]2[C:12]3[N:13]=[CH:14][C:15]4[CH2:16][N:17]([CH2:21][C:22]5[CH:27]=[CH:26][C:25]([O:28][CH3:29])=[CH:24][CH:23]=5)[CH2:18][CH2:19][C:20]=4[C:11]=3[CH:10]=[N:9]2)=CC=1.FC(F)(F)C(O)=O. (10) Product: [S:24]1[CH:25]=[CH:26][CH:27]=[C:23]1[C:12]1[C:13](=[O:15])[NH:14][C:9](=[O:8])[NH:10][CH:11]=1. The catalyst class is: 4. Reactant: C([O:8][C:9]1[N:14]=[C:13]([O:15]CC2C=CC=CC=2)[C:12]([C:23]2[S:24][CH:25]=[CH:26][CH:27]=2)=[CH:11][N:10]=1)C1C=CC=CC=1.I[Si](C)(C)C.CO.